From a dataset of Catalyst prediction with 721,799 reactions and 888 catalyst types from USPTO. Predict which catalyst facilitates the given reaction. (1) Reactant: [F:1][C:2]1[CH:3]=[C:4]([NH:30][C:31](=[O:33])[CH3:32])[CH:5]=[CH:6][C:7]=1[O:8][C:9]1[CH:14]=[CH:13][N:12]=[C:11]2[N:15]([S:20]([C:23]3[CH:28]=[CH:27][C:26]([CH3:29])=[CH:25][CH:24]=3)(=[O:22])=[O:21])[CH:16]=[C:17]([CH:18]=[CH2:19])[C:10]=12. Product: [CH2:18]([C:17]1[C:10]2[C:11](=[N:12][CH:13]=[CH:14][C:9]=2[O:8][C:7]2[CH:6]=[CH:5][C:4]([NH:30][C:31](=[O:33])[CH3:32])=[CH:3][C:2]=2[F:1])[N:15]([S:20]([C:23]2[CH:24]=[CH:25][C:26]([CH3:29])=[CH:27][CH:28]=2)(=[O:21])=[O:22])[CH:16]=1)[CH3:19]. The catalyst class is: 29. (2) Reactant: CC1(C)C2C(=C(P(C3C=CC=CC=3)C3C=CC=CC=3)C=CC=2)OC2C(P(C3C=CC=CC=3)C3C=CC=CC=3)=CC=CC1=2.C([O-])([O-])=O.[Cs+].[Cs+].[C:49]([NH:52][CH2:53][C:54]1[CH:59]=[CH:58][C:57]([S:60]([OH:62])=[O:61])=[CH:56][CH:55]=1)(=[O:51])[CH3:50].[Na].Br[C:65]1[N:66]=[CH:67][C:68]([N:71]([CH3:73])[CH3:72])=[N:69][CH:70]=1. Product: [CH3:72][N:71]([CH3:73])[C:68]1[N:69]=[CH:70][C:65]([S:60]([C:57]2[CH:58]=[CH:59][C:54]([CH2:53][NH:52][C:49](=[O:51])[CH3:50])=[CH:55][CH:56]=2)(=[O:62])=[O:61])=[N:66][CH:67]=1. The catalyst class is: 101. (3) Reactant: [CH3:1][O:2][C:3](=[O:18])[C@@H:4]([N:13]1[CH:17]=[CH:16][CH:15]=[CH:14]1)[CH2:5][C:6]1[CH:11]=[CH:10][C:9]([OH:12])=[CH:8][CH:7]=1.[C:19](Cl)(=[O:21])[CH3:20]. Product: [CH3:1][O:2][C:3](=[O:18])[C@@H:4]([N:13]1[CH:17]=[CH:16][CH:15]=[CH:14]1)[CH2:5][C:6]1[CH:11]=[CH:10][C:9]([O:12][C:19](=[O:21])[CH3:20])=[CH:8][CH:7]=1. The catalyst class is: 6. (4) Reactant: F[C:2]1[CH:9]=[CH:8][C:5]([C:6]#[N:7])=[CH:4][C:3]=1[N+:10]([O-:12])=[O:11].[F:13][C:14]([F:24])([F:23])[O:15][C:16]1[CH:22]=[CH:21][C:19]([NH2:20])=[CH:18][CH:17]=1.C(=O)([O-])[O-].[K+].[K+]. Product: [N+:10]([C:3]1[CH:4]=[C:5]([CH:8]=[CH:9][C:2]=1[NH:20][C:19]1[CH:21]=[CH:22][C:16]([O:15][C:14]([F:13])([F:23])[F:24])=[CH:17][CH:18]=1)[C:6]#[N:7])([O-:12])=[O:11]. The catalyst class is: 16. (5) Reactant: C(OC(=O)[NH:7][C:8]1[CH:13]=[C:12]([CH3:14])[C:11]([C:15]([F:18])([F:17])[F:16])=[CH:10][C:9]=1[NH:19][C:20](=[O:36])[CH2:21][C:22]([C:24]1[CH:29]=[CH:28][CH:27]=[C:26]([C:30]2[O:34][N:33]=[C:32]([CH3:35])[CH:31]=2)[CH:25]=1)=O)(C)(C)C.C(O)(C(F)(F)F)=O. Product: [CH3:14][C:12]1[C:11]([C:15]([F:16])([F:18])[F:17])=[CH:10][C:9]2[NH:19][C:20](=[O:36])[CH2:21][C:22]([C:24]3[CH:29]=[CH:28][CH:27]=[C:26]([C:30]4[O:34][N:33]=[C:32]([CH3:35])[CH:31]=4)[CH:25]=3)=[N:7][C:8]=2[CH:13]=1. The catalyst class is: 2. (6) Reactant: [CH3:1][C@H:2]1[N:7](CC2C=CC=CC=2)[CH2:6][C@@H:5]([CH2:15][OH:16])[O:4][CH2:3]1.Cl. The catalyst class is: 29. Product: [CH3:1][C@H:2]1[NH:7][CH2:6][C@@H:5]([CH2:15][OH:16])[O:4][CH2:3]1. (7) Reactant: [C:1](=[O:4])([O-:3])[NH2:2].C([O:9][C:10]([C:12]([NH2:22])([C:16]1[CH:21]=[CH:20][CH:19]=[CH:18][CH:17]=1)[C:13]([OH:15])=O)=[O:11])(C)(C)C.[CH2:23](N)[C:24]1[CH:29]=[CH:28][CH:27]=[CH:26][CH:25]=1. Product: [C:10]([OH:11])(=[O:9])/[CH:12]=[CH:13]/[C:1]([OH:3])=[O:4].[CH2:1]([NH:2][C:13](=[O:15])[CH:12]([NH:22][CH2:23][C:24]1[CH:29]=[CH:28][CH:27]=[CH:26][CH:25]=1)[C:16]1[CH:17]=[CH:18][CH:19]=[CH:20][CH:21]=1)[C:16]1[CH:21]=[CH:20][CH:19]=[CH:18][CH:17]=1. The catalyst class is: 1.